This data is from Forward reaction prediction with 1.9M reactions from USPTO patents (1976-2016). The task is: Predict the product of the given reaction. (1) The product is: [CH3:22][C:13]1[C:7]2[O:6][C:5]3[C:16]([CH3:17])=[CH:3][CH:2]=[CH:1][C:9]=3[C:8]=2[CH:10]=[CH:11][CH:12]=1. Given the reactants [CH:1]1[C:9]2[C:8]3[CH:10]=[CH:11][CH:12]=[CH:13][C:7]=3[O:6][C:5]=2C=[CH:3][CH:2]=1.CN(C)[CH2:16][CH2:17]N(C)C.[CH2:22](OCC)C.CI, predict the reaction product. (2) The product is: [O:19]1[CH2:20][CH2:21][O:22][CH:18]1[C:15]1[CH:16]=[CH:17][C:12]([O:11][C:4]2[CH:5]=[CH:6][C:7]([NH2:8])=[C:2]([CH3:1])[CH:3]=2)=[CH:13][CH:14]=1. Given the reactants [CH3:1][C:2]1[CH:3]=[C:4]([O:11][C:12]2[CH:17]=[CH:16][C:15]([CH:18]3[O:22][CH2:21][CH2:20][O:19]3)=[CH:14][CH:13]=2)[CH:5]=[CH:6][C:7]=1[N+:8]([O-])=O, predict the reaction product.